The task is: Predict the reactants needed to synthesize the given product.. This data is from Full USPTO retrosynthesis dataset with 1.9M reactions from patents (1976-2016). (1) Given the product [CH3:1][O:2][C:3]([C:5]1[C:6]([C:10]([F:13])([F:11])[F:12])=[N:7][N:8]([CH2:20][CH:14]2[CH2:19][CH2:18][CH2:17][CH2:16][CH2:15]2)[CH:9]=1)=[O:4], predict the reactants needed to synthesize it. The reactants are: [CH3:1][O:2][C:3]([C:5]1[C:6]([C:10]([F:13])([F:12])[F:11])=[N:7][NH:8][CH:9]=1)=[O:4].[CH:14]1([CH2:20]Br)[CH2:19][CH2:18][CH2:17][CH2:16][CH2:15]1.[H-].[Na+]. (2) Given the product [CH:25]([N:22]1[CH2:21][CH2:20][N:19]([C:17]([C@H:14]2[CH2:13][CH2:12][C@H:11]([O:10][C:7]3[CH:6]=[CH:5][C:4]([C:3]([OH:28])=[O:2])=[CH:9][CH:8]=3)[CH2:16][CH2:15]2)=[O:18])[CH2:24][CH2:23]1)([CH3:27])[CH3:26], predict the reactants needed to synthesize it. The reactants are: C[O:2][C:3](=[O:28])[C:4]1[CH:9]=[CH:8][C:7]([O:10][C@H:11]2[CH2:16][CH2:15][C@H:14]([C:17]([N:19]3[CH2:24][CH2:23][N:22]([CH:25]([CH3:27])[CH3:26])[CH2:21][CH2:20]3)=[O:18])[CH2:13][CH2:12]2)=[CH:6][CH:5]=1.[OH-].[Li+].C1COCC1.O. (3) Given the product [C:16]([O:20][C:21]([N:23]1[CH2:28][CH2:27][C:26]2[N:29]=[C:30]([NH:32][C:7]([O:9][C:10]3[CH:15]=[CH:14][CH:13]=[CH:12][CH:11]=3)=[O:8])[S:31][C:25]=2[CH2:24]1)=[O:22])([CH3:19])([CH3:17])[CH3:18], predict the reactants needed to synthesize it. The reactants are: C(=O)([O-])[O-].[Ca+2].Cl[C:7]([O:9][C:10]1[CH:15]=[CH:14][CH:13]=[CH:12][CH:11]=1)=[O:8].[C:16]([O:20][C:21]([N:23]1[CH2:28][CH2:27][C:26]2[N:29]=[C:30]([NH2:32])[S:31][C:25]=2[CH2:24]1)=[O:22])([CH3:19])([CH3:18])[CH3:17]. (4) Given the product [CH3:1][C:2]1[CH:7]=[CH:6][CH:5]=[C:4]([CH3:8])[C:3]=1[C:9]1[CH:14]=[CH:13][CH:12]=[C:11]([CH2:15][O:16][C:17]2[CH:18]=[CH:19][C:20]([CH:23]([O:46][CH2:49][O:50][CH3:51])[CH2:24][CH2:25][O:26][C:27]([C:34]3[CH:35]=[CH:36][CH:37]=[CH:38][CH:39]=3)([C:40]3[CH:41]=[CH:42][CH:43]=[CH:44][CH:45]=3)[C:28]3[CH:29]=[CH:30][CH:31]=[CH:32][CH:33]=3)=[CH:21][N:22]=2)[CH:10]=1, predict the reactants needed to synthesize it. The reactants are: [CH3:1][C:2]1[CH:7]=[CH:6][CH:5]=[C:4]([CH3:8])[C:3]=1[C:9]1[CH:14]=[CH:13][CH:12]=[C:11]([CH2:15][O:16][C:17]2[N:22]=[CH:21][C:20]([CH:23]([OH:46])[CH2:24][CH2:25][O:26][C:27]([C:40]3[CH:45]=[CH:44][CH:43]=[CH:42][CH:41]=3)([C:34]3[CH:39]=[CH:38][CH:37]=[CH:36][CH:35]=3)[C:28]3[CH:33]=[CH:32][CH:31]=[CH:30][CH:29]=3)=[CH:19][CH:18]=2)[CH:10]=1.[H-].[Na+].[CH3:49][O:50][CH2:51]Cl.[Cl-].[NH4+]. (5) Given the product [Br:30][C:31]1[CH:39]=[CH:38][C:34]([C:35]([NH:1][CH:2]2[CH2:7][CH2:6][N:5]([CH2:8][C@@H:9]3[C:13]4=[C:14]([F:22])[CH:15]=[N:16][C:17]5[CH:18]=[CH:19][C:20](=[O:21])[N:11]([C:12]=54)[CH2:10]3)[CH2:4][CH2:3]2)=[O:36])=[CH:33][CH:32]=1, predict the reactants needed to synthesize it. The reactants are: [NH2:1][CH:2]1[CH2:7][CH2:6][N:5]([CH2:8][CH:9]2[C:13]3=[C:14]([F:22])[CH:15]=[N:16][C:17]4[CH:18]=[CH:19][C:20](=[O:21])[N:11]([C:12]=43)[CH2:10]2)[CH2:4][CH2:3]1.C(N(CC)CC)C.[Br:30][C:31]1[CH:39]=[CH:38][C:34]([C:35](Cl)=[O:36])=[CH:33][CH:32]=1.C(=O)(O)[O-].[Na+]. (6) Given the product [OH2:8].[ClH:68].[C:32]([N:40]1[CH2:45][CH2:44][CH2:43][C:42]([CH2:46][CH2:47][CH2:48][N:22]2[CH2:21][CH2:20][C:19]([CH2:12][C:13]3[CH:18]=[CH:17][CH:16]=[CH:15][CH:14]=3)([NH:25][C:26]([O:28][CH2:29][CH3:30])=[O:27])[CH2:24][CH2:23]2)([C:62]2[CH:67]=[CH:66][C:65]([Cl:68])=[C:64]([Cl:69])[CH:63]=2)[CH2:41]1)(=[O:39])[C:33]1[CH:34]=[CH:35][CH:36]=[CH:37][CH:38]=1.[C:32]([N:40]1[CH2:45][CH2:44][CH2:43][C:42]([C:62]2[CH:67]=[CH:66][C:65]([Cl:68])=[C:64]([Cl:69])[CH:63]=2)([CH2:46][CH2:47][CH2:48][N:22]2[CH2:21][CH2:20][C:19]([NH:25][C:26]([O:28][CH2:29][CH3:30])=[O:27])([CH2:12][C:13]3[CH:18]=[CH:17][CH:16]=[CH:15][CH:14]=3)[CH2:24][CH2:23]2)[CH2:41]1)(=[O:39])[C:33]1[CH:34]=[CH:35][CH:36]=[CH:37][CH:38]=1.[ClH:31], predict the reactants needed to synthesize it. The reactants are: C1(C)C=CC(S(O)(=O)=[O:8])=CC=1.[CH2:12]([C:19]1([NH:25][C:26]([O:28][CH2:29][CH3:30])=[O:27])[CH2:24][CH2:23][NH:22][CH2:21][CH2:20]1)[C:13]1[CH:18]=[CH:17][CH:16]=[CH:15][CH:14]=1.[ClH:31].[C:32]([N:40]1[CH2:45][CH2:44][CH2:43][C:42]([C:62]2[CH:67]=[CH:66][C:65]([Cl:68])=[C:64]([Cl:69])[CH:63]=2)([CH2:46][CH2:47][CH2:48]N2CCC(C(N3CCCC3)=O)CC2)[CH2:41]1)(=[O:39])[C:33]1[CH:38]=[CH:37][CH:36]=[CH:35][CH:34]=1.C([O-])([O-])=O.[K+].[K+]. (7) Given the product [O:1]1[CH2:6][CH2:5][CH:4]([C:7]([OH:9])=[O:8])[CH2:3][CH2:2]1, predict the reactants needed to synthesize it. The reactants are: [O:1]1[CH2:6][CH2:5][CH:4]([C:7]([O:9]C)=[O:8])[CH2:3][CH2:2]1.Cl. (8) Given the product [OH:1][C@H:2]1[CH2:6][N:5]([CH2:7][C:8]2[CH:13]=[CH:12][CH:11]=[C:10]([C:14]([F:16])([F:17])[F:15])[CH:9]=2)[C@@H:4]([C:18]([O-:20])=[O:19])[CH2:3]1.[Li+:32], predict the reactants needed to synthesize it. The reactants are: [OH:1][C@H:2]1[CH2:6][N:5]([CH2:7][C:8]2[CH:13]=[CH:12][CH:11]=[C:10]([C:14]([F:17])([F:16])[F:15])[CH:9]=2)[C@@H:4]([C:18]([O:20]CC2C=CC=C(C(F)(F)F)C=2)=[O:19])[CH2:3]1.[Li+:32].[OH-].